The task is: Predict the reactants needed to synthesize the given product.. This data is from Full USPTO retrosynthesis dataset with 1.9M reactions from patents (1976-2016). (1) Given the product [CH2:1]([O:3][C:4](=[O:27])[C:5]1[CH:10]=[CH:9][C:8]([O:11][CH3:12])=[C:7]([SH:13])[CH:6]=1)[CH3:2], predict the reactants needed to synthesize it. The reactants are: [CH2:1]([O:3][C:4](=[O:27])[C:5]1[CH:10]=[CH:9][C:8]([O:11][CH3:12])=[C:7]([S:13]CCC(OCCCCCCCC)=O)[CH:6]=1)[CH3:2].N#N.CC(C)([O-])C.[K+]. (2) Given the product [Cl:12][C:10]1[CH:9]=[C:8]([C:13]#[N:14])[C:3]([C:4]([O:6][CH3:7])=[O:5])=[C:2]([NH:22][C:23]2[CH:24]=[C:25]([CH3:29])[CH:26]=[CH:27][CH:28]=2)[N:11]=1, predict the reactants needed to synthesize it. The reactants are: Cl[C:2]1[N:11]=[C:10]([Cl:12])[CH:9]=[C:8]([C:13]#[N:14])[C:3]=1[C:4]([O:6][CH3:7])=[O:5].C(N(CC)CC)C.[NH2:22][C:23]1[CH:28]=[CH:27][CH:26]=[C:25]([CH3:29])[CH:24]=1.O. (3) Given the product [N:43]1([CH:6]=[CH:7][C:8]([O:9][C:10]2[CH:11]=[CH:2][C:3]([C:28]3[CH:29]=[CH:30][CH:31]=[CH:32][CH:33]=3)=[CH:4][CH:5]=2)=[O:12])[CH2:44][CH2:45][CH2:36][CH2:37][CH2:42]1, predict the reactants needed to synthesize it. The reactants are: O[C:2]1[CH:11]=[C:10]2[C:5]([CH:6]=[CH:7][C:8](=[O:12])[O:9]2)=[C:4](C)[CH:3]=1.C(O)(=O)C#C.[CH2:28]1[CH2:33][CH2:32][CH:31](N=C=N[CH:28]2[CH2:33][CH2:32][CH2:31][CH2:30][CH2:29]2)[CH2:30][CH2:29]1.CC[C:36]1[C:45]2CN3C(=O)C4COC([C@](O)(CC)C=4C=C3[C:44]=2[N:43]=[C:42]2[C:37]=1C=C(O)C=C2)=O.COC1C=CC(/C=C\C2C=C(OC)C(OC)=C(OC)C=2)=CC=1O. (4) Given the product [OH:1][C:2]1[CH:10]=[CH:9][C:5]([C:6]([OH:8])=[O:7])=[CH:4][CH:3]=1.[CH3:11][NH:12][C@H:13]([CH2:15]/[CH:16]=[CH:17]/[C:18]1[CH:19]=[N:20][CH:21]=[C:22]([O:24][CH:25]([CH3:27])[CH3:26])[CH:23]=1)[CH3:14], predict the reactants needed to synthesize it. The reactants are: [OH:1][C:2]1[CH:10]=[CH:9][C:5]([C:6]([OH:8])=[O:7])=[CH:4][CH:3]=1.[CH3:11][NH:12][C@H:13]([CH2:15]/[CH:16]=[CH:17]/[C:18]1[CH:19]=[N:20][CH:21]=[C:22]([O:24][CH:25]([CH3:27])[CH3:26])[CH:23]=1)[CH3:14].C(O)(C)C. (5) Given the product [Cl:20][C:11]1[C:12]([N:14]([CH2:16][CH:17]([CH3:19])[CH3:18])[CH3:15])=[CH:13][C:8]2[N:7]=[C:24]([C:25]3[CH:30]=[CH:29][CH:28]=[C:27]([C:31]4[CH:36]=[CH:35][N:34]=[C:33]([CH2:37][OH:38])[CH:32]=4)[CH:26]=3)[CH2:23][C:22](=[O:46])[NH:21][C:9]=2[CH:10]=1, predict the reactants needed to synthesize it. The reactants are: C(OC(=O)[NH:7][C:8]1[CH:13]=[C:12]([N:14]([CH2:16][CH:17]([CH3:19])[CH3:18])[CH3:15])[C:11]([Cl:20])=[CH:10][C:9]=1[NH:21][C:22](=[O:46])[CH2:23][C:24](=O)[C:25]1[CH:30]=[CH:29][CH:28]=[C:27]([C:31]2[CH:36]=[CH:35][N:34]=[C:33]([CH2:37][O:38]C3CCCCO3)[CH:32]=2)[CH:26]=1)(C)(C)C.C(O)(C(F)(F)F)=O. (6) Given the product [CH:1]1([N:7]2[CH2:11][CH2:10][C:9]3([CH2:12][CH2:13][NH:14][CH2:15][CH2:16]3)[C:8]2=[O:27])[CH2:2][CH2:3][CH2:4][CH2:5][CH2:6]1, predict the reactants needed to synthesize it. The reactants are: [CH:1]1([N:7]2[CH2:11][CH2:10][C:9]3([CH2:16][CH2:15][N:14](C(OCC4C=CC=CC=4)=O)[CH2:13][CH2:12]3)[C:8]2=[O:27])[CH2:6][CH2:5][CH2:4][CH2:3][CH2:2]1. (7) Given the product [CH2:15]([O:16][C:2]1[CH:3]=[CH:4][C:5]([C:8]([O:10][CH2:11][CH3:12])=[O:9])=[N:6][CH:7]=1)[CH3:14], predict the reactants needed to synthesize it. The reactants are: Br[C:2]1[CH:3]=[CH:4][C:5]([C:8]([O:10][CH2:11][CH3:12])=[O:9])=[N:6][CH:7]=1.[Na].[CH3:14][CH2:15][OH:16]. (8) Given the product [N+:25]([C:23]1[CH:22]=[CH:21][C:4]2[CH:5]=[CH:6][C:7]3[CH:12]=[CH:11][CH:10]=[CH:9][C:8]=3[NH:13][CH2:14][C:3]=2[CH:24]=1)([O-:27])=[O:26], predict the reactants needed to synthesize it. The reactants are: C([C:3]1[CH:24]=[C:23]([N+:25]([O-:27])=[O:26])[CH:22]=[CH:21][C:4]=1/[CH:5]=[CH:6]\[C:7]1[CH:12]=[CH:11][CH:10]=[CH:9][C:8]=1[NH:13][C:14](=O)OC(C)(C)C)=O.CCOC(C)=O.[BH4-].[Na+]. (9) Given the product [CH3:27][N:28]1[CH2:33][CH2:32][N:31]([C:2]2[CH:3]=[CH:4][C:5]([O:12][C:13]([F:16])([F:15])[F:14])=[C:6]([NH:8][C:9](=[O:11])[CH3:10])[CH:7]=2)[CH2:30][CH2:29]1, predict the reactants needed to synthesize it. The reactants are: Br[C:2]1[CH:3]=[CH:4][C:5]([O:12][C:13]([F:16])([F:15])[F:14])=[C:6]([NH:8][C:9](=[O:11])[CH3:10])[CH:7]=1.[Li]N([Si](C)(C)C)[Si](C)(C)C.[CH3:27][N:28]1[CH2:33][CH2:32][NH:31][CH2:30][CH2:29]1.